From a dataset of Reaction yield outcomes from USPTO patents with 853,638 reactions. Predict the reaction yield, written as a fraction of the theoretical maximum amount of product (1.0 means a 100% yield; for example, 0.34 means a 34% yield). (1) The reactants are [F:1][C:2]1[C:3]([C:10]2[NH:14][N:13]=[CH:12][CH:11]=2)=[C:4]([CH:7]=[CH:8][CH:9]=1)[C:5]#N.[OH-:15].[Na+].Cl.C[OH:19]. No catalyst specified. The product is [F:1][C:2]1[C:3]([C:10]2[NH:14][N:13]=[CH:12][CH:11]=2)=[C:4]([CH:7]=[CH:8][CH:9]=1)[C:5]([OH:19])=[O:15]. The yield is 0.990. (2) The reactants are [OH:1][CH2:2][C:3]1[CH:8]=[CH:7][C:6]([CH2:9][C:10](O)=O)=[CH:5][CH:4]=1.[NH2:13][C:14]1[CH:19]=[CH:18][CH:17]=[CH:16][C:15]=1[SH:20]. No catalyst specified. The product is [S:20]1[C:15]2[CH:16]=[CH:17][CH:18]=[CH:19][C:14]=2[N:13]=[C:10]1[CH2:9][C:6]1[CH:7]=[CH:8][C:3]([CH2:2][OH:1])=[CH:4][CH:5]=1. The yield is 0.140.